Task: Predict the reactants needed to synthesize the given product.. Dataset: Full USPTO retrosynthesis dataset with 1.9M reactions from patents (1976-2016) (1) Given the product [I-:20].[OH:23][CH2:22][CH2:21][N+:13]1[CH:12]=[CH:11][C:10]([C:7]2[CH:8]=[CH:9][C:4]([N+:1]([O-:3])=[O:2])=[C:5]([O:16][CH:17]([CH3:19])[CH3:18])[CH:6]=2)=[CH:15][CH:14]=1, predict the reactants needed to synthesize it. The reactants are: [N+:1]([C:4]1[CH:9]=[CH:8][C:7]([C:10]2[CH:15]=[CH:14][N:13]=[CH:12][CH:11]=2)=[CH:6][C:5]=1[O:16][CH:17]([CH3:19])[CH3:18])([O-:3])=[O:2].[I:20][CH2:21][CH2:22][OH:23].C(OCC)C. (2) Given the product [F:23][C:4]1[CH:3]=[C:2]([N:26]2[CH2:27][CH2:28][O:24][C:25]2=[O:29])[CH:7]=[CH:6][C:5]=1[C:8]([N:10]1[CH2:15][CH2:14][N:13]([C:16]2[CH:21]=[CH:20][C:19]([CH3:22])=[CH:18][N:17]=2)[CH2:12][CH2:11]1)=[O:9], predict the reactants needed to synthesize it. The reactants are: Br[C:2]1[CH:7]=[CH:6][C:5]([C:8]([N:10]2[CH2:15][CH2:14][N:13]([C:16]3[CH:21]=[CH:20][C:19]([CH3:22])=[CH:18][N:17]=3)[CH2:12][CH2:11]2)=[O:9])=[C:4]([F:23])[CH:3]=1.[O:24]1[CH2:28][CH:27]=[N:26][C:25]1=[O:29]. (3) Given the product [Br:8][C:19]1[C:20]([CH2:22][OH:23])=[CH:21][C:16]([O:15][CH2:14][C:10]2([CH3:9])[CH2:13][O:12][CH2:11]2)=[CH:17][C:18]=1[CH2:24][OH:25], predict the reactants needed to synthesize it. The reactants are: C1C(=O)N([Br:8])C(=O)C1.[CH3:9][C:10]1([CH2:14][O:15][C:16]2[CH:17]=[C:18]([CH2:24][OH:25])[CH:19]=[C:20]([CH2:22][OH:23])[CH:21]=2)[CH2:13][O:12][CH2:11]1. (4) Given the product [CH2:19]([CH:26]1[CH2:30][CH2:29][N:28]([C:14]([C:10]2[CH:11]=[N:12][O:13][C:9]=2[C:6]2[CH:5]=[CH:4][C:3]([C:2]([F:1])([F:18])[F:17])=[CH:8][CH:7]=2)=[O:16])[CH2:27]1)[C:20]1[CH:25]=[CH:24][CH:23]=[CH:22][CH:21]=1, predict the reactants needed to synthesize it. The reactants are: [F:1][C:2]([F:18])([F:17])[C:3]1[CH:8]=[CH:7][C:6]([C:9]2[O:13][N:12]=[CH:11][C:10]=2[C:14]([OH:16])=O)=[CH:5][CH:4]=1.[CH2:19]([CH:26]1[CH2:30][CH2:29][NH:28][CH2:27]1)[C:20]1[CH:25]=[CH:24][CH:23]=[CH:22][CH:21]=1. (5) Given the product [O:1]1[C:5]2[CH:6]=[CH:7][C:8]([C:10]3[S:11][CH:12]=[C:13]([C:15]([NH:29][C:27]4[S:28][C:24]([N:18]5[CH2:19][CH2:20][O:21][CH2:22][CH2:23]5)=[N:25][N:26]=4)=[O:17])[N:14]=3)=[CH:9][C:4]=2[CH2:3][CH2:2]1, predict the reactants needed to synthesize it. The reactants are: [O:1]1[C:5]2[CH:6]=[CH:7][C:8]([C:10]3[S:11][CH:12]=[C:13]([C:15]([OH:17])=O)[N:14]=3)=[CH:9][C:4]=2[CH2:3][CH2:2]1.[N:18]1([C:24]2[S:28][C:27]([NH2:29])=[N:26][N:25]=2)[CH2:23][CH2:22][O:21][CH2:20][CH2:19]1.CN(C(ON1N=NC2C=CC=CC1=2)=[N+](C)C)C.F[P-](F)(F)(F)(F)F. (6) The reactants are: [CH3:1][O:2][C:3]1[CH:4]=[C:5]([CH2:16][C:17]([OH:19])=O)[CH:6]=[CH:7][C:8]=1[C:9]1[CH:14]=[CH:13][N:12]=[C:11]([CH3:15])[CH:10]=1.[NH2:20][C:21]1[N:26]=[CH:25][C:24]([N:27]2[CH2:32][CH2:31][N:30]([C:33](=[O:35])[CH3:34])[CH2:29][CH2:28]2)=[CH:23][CH:22]=1.CN(C(ON1N=NC2C=CC=NC1=2)=[N+](C)C)C.F[P-](F)(F)(F)(F)F.CCN(C(C)C)C(C)C. Given the product [C:33]([N:30]1[CH2:29][CH2:28][N:27]([C:24]2[CH:23]=[CH:22][C:21]([NH:20][C:17](=[O:19])[CH2:16][C:5]3[CH:6]=[CH:7][C:8]([C:9]4[CH:14]=[CH:13][N:12]=[C:11]([CH3:15])[CH:10]=4)=[C:3]([O:2][CH3:1])[CH:4]=3)=[N:26][CH:25]=2)[CH2:32][CH2:31]1)(=[O:35])[CH3:34], predict the reactants needed to synthesize it. (7) Given the product [CH3:1][O:2][C:3]1[CH:12]=[C:11]2[C:6]([CH:7]=[CH:8][C:9](=[O:36])[N:10]2[CH2:13][CH2:14][CH2:15][C:16]2([C:31]([OH:33])=[O:32])[CH2:17][CH2:18][N:19]([CH2:22][CH2:23][S:24][C:25]3[CH:26]=[CH:27][CH:28]=[CH:29][CH:30]=3)[CH2:20][CH2:21]2)=[CH:5][CH:4]=1, predict the reactants needed to synthesize it. The reactants are: [CH3:1][O:2][C:3]1[CH:12]=[C:11]2[C:6]([CH:7]=[CH:8][C:9](=[O:36])[N:10]2[CH2:13][CH2:14][CH2:15][C:16]2([C:31]([O:33]CC)=[O:32])[CH2:21][CH2:20][N:19]([CH2:22][CH2:23][S:24][C:25]3[CH:30]=[CH:29][CH:28]=[CH:27][CH:26]=3)[CH2:18][CH2:17]2)=[CH:5][CH:4]=1.[OH-].[Na+]. (8) Given the product [CH3:13][N:3]1[CH:4]=[C:5]([C:7]2[S:8][C:9]([CH3:12])=[CH:10][CH:11]=2)[N:6]=[C:2]1[C:18]1[S:19][C:15]([CH3:14])=[CH:16][CH:17]=1, predict the reactants needed to synthesize it. The reactants are: I[C:2]1[N:3]([CH3:13])[CH:4]=[C:5]([C:7]2[S:8][C:9]([CH3:12])=[CH:10][CH:11]=2)[N:6]=1.[CH3:14][C:15]1[S:19][C:18](B2OC(C)(C)C(C)(C)O2)=[CH:17][CH:16]=1.C([O-])([O-])=O.[Na+].[Na+]. (9) Given the product [NH2:1][C:2]1[C:31]([C:44]#[C:43][CH:42]([CH3:45])[CH3:41])=[CH:30][C:5]([CH2:6][C@H:7]2[C@H:15]3[C@@H:11]([N:12]([CH2:17][C:18]4[CH:23]=[CH:22][CH:21]=[C:20]([C:24]([CH3:27])([CH3:26])[CH3:25])[CH:19]=4)[C:13](=[O:16])[O:14]3)[CH2:10][S:9](=[O:29])(=[O:28])[CH2:8]2)=[CH:4][C:3]=1[F:33], predict the reactants needed to synthesize it. The reactants are: [NH2:1][C:2]1[C:31](I)=[CH:30][C:5]([CH2:6][C@H:7]2[C@H:15]3[C@@H:11]([N:12]([CH2:17][C:18]4[CH:23]=[CH:22][CH:21]=[C:20]([C:24]([CH3:27])([CH3:26])[CH3:25])[CH:19]=4)[C:13](=[O:16])[O:14]3)[CH2:10][S:9](=[O:29])(=[O:28])[CH2:8]2)=[CH:4][C:3]=1[F:33].CCN(CC)CC.[CH3:41][CH:42]([CH3:45])[C:43]#[CH:44].